From a dataset of Catalyst prediction with 721,799 reactions and 888 catalyst types from USPTO. Predict which catalyst facilitates the given reaction. (1) Reactant: Cl.[C:2]1(=[O:13])[C:6]2([CH2:11][CH2:10][C:9](=O)[CH2:8][CH2:7]2)[CH2:5][CH2:4][NH:3]1.[CH3:14][NH:15][CH3:16].[C-:17]#[N:18].[K+]. Product: [CH3:14][N:15]([N:3]1[CH2:4][CH2:5][C:6]2([CH2:11][CH2:10][CH:9]([C:17]#[N:18])[CH2:8][CH2:7]2)[C:2]1=[O:13])[CH3:16]. The catalyst class is: 24. (2) Reactant: Br[C:2]1[CH:10]=[CH:9][C:5]2[S:6][CH2:7][CH2:8][C:4]=2[CH:3]=1.[B:11]1([B:11]2[O:15][C:14]([CH3:17])([CH3:16])[C:13]([CH3:19])([CH3:18])[O:12]2)[O:15][C:14]([CH3:17])([CH3:16])[C:13]([CH3:19])([CH3:18])[O:12]1.CC(O[K])=O. Product: [S:6]1[CH2:7][CH2:8][C:4]2[CH:3]=[C:2]([B:11]3[O:15][C:14]([CH3:17])([CH3:16])[C:13]([CH3:19])([CH3:18])[O:12]3)[CH:10]=[CH:9][C:5]1=2. The catalyst class is: 151. (3) Reactant: I[C:2]1[N:6]([CH3:7])[N:5]=[CH:4][CH:3]=1.[F:8][C:9]1([F:24])[CH2:14][CH2:13][C:12](B2OC(C)(C)C(C)(C)O2)=[CH:11][CH2:10]1.C(=O)([O-])[O-].[Cs+].[Cs+]. Product: [F:8][C:9]1([F:24])[CH2:14][CH2:13][C:12]([C:2]2[N:6]([CH3:7])[N:5]=[CH:4][CH:3]=2)=[CH:11][CH2:10]1. The catalyst class is: 70. (4) Reactant: [F:1][C:2]1[CH:10]=[C:9]2[C:5]([C:6]([C:15]3[N:16]=[C:17]4[C:23]([CH:24]=[O:25])=[CH:22][N:21]([CH2:26][O:27][CH2:28][CH2:29][Si:30]([CH3:33])([CH3:32])[CH3:31])[C:18]4=[N:19][CH:20]=3)=[N:7][N:8]2[CH:11]2[CH2:14][O:13][CH2:12]2)=[CH:4][CH:3]=1.S(=O)(=O)([OH:36])N.Cl([O-])=O.[Na+].P([O-])(O)(O)=O.[K+]. Product: [F:1][C:2]1[CH:10]=[C:9]2[C:5]([C:6]([C:15]3[N:16]=[C:17]4[C:23]([C:24]([OH:36])=[O:25])=[CH:22][N:21]([CH2:26][O:27][CH2:28][CH2:29][Si:30]([CH3:33])([CH3:32])[CH3:31])[C:18]4=[N:19][CH:20]=3)=[N:7][N:8]2[CH:11]2[CH2:12][O:13][CH2:14]2)=[CH:4][CH:3]=1. The catalyst class is: 38.